This data is from Catalyst prediction with 721,799 reactions and 888 catalyst types from USPTO. The task is: Predict which catalyst facilitates the given reaction. (1) Reactant: [C:1]([O:5][C:6]([N:8]1[CH2:11][CH2:10][C@H:9]1[C:12](O)=[O:13])=[O:7])([CH3:4])([CH3:3])[CH3:2].S([O-])(O)(=O)=O.[K+]. Product: [C:1]([O:5][C:6]([N:8]1[CH2:11][CH2:10][C@H:9]1[CH2:12][OH:13])=[O:7])([CH3:4])([CH3:3])[CH3:2]. The catalyst class is: 7. (2) Product: [CH3:1][O:2][C:3]1[CH:8]=[CH:7][CH:6]=[CH:5][C:4]=1/[CH:9]=[CH:10]/[C:11]1[CH:12]=[C:13]([CH:17]=[C:18]([O:20][C@@H:21]([CH3:25])[CH2:22][O:23][CH3:24])[CH:19]=1)[C:14]([NH:47][C:48]1[S:49][C:50]([F:53])=[CH:51][N:52]=1)=[O:16]. The catalyst class is: 236. Reactant: [CH3:1][O:2][C:3]1[CH:8]=[CH:7][CH:6]=[CH:5][C:4]=1/[CH:9]=[CH:10]/[C:11]1[CH:12]=[C:13]([CH:17]=[C:18]([O:20][C@@H:21]([CH3:25])[CH2:22][O:23][CH3:24])[CH:19]=1)[C:14]([OH:16])=O.C1C=CC2N(O)N=NC=2C=1.CCN=C=NCCCN(C)C.[NH2:47][C:48]1[S:49][C:50]([F:53])=[CH:51][N:52]=1. (3) Reactant: C1(C(C2C=CC=CC=2)(C2C=CC=CC=2)[N:8]2[CH:12]=[C:11]([C:13]3[CH:14]=[CH:15][C:16]4[N:17]([CH:19]=[C:20]([C:22]([NH:24][C:25]5[CH:30]=[CH:29][CH:28]=[CH:27][CH:26]=5)=[O:23])[N:21]=4)[CH:18]=3)[N:10]=[CH:9]2)C=CC=CC=1.[Cl:43]CCl. Product: [ClH:43].[NH:8]1[CH:12]=[C:11]([C:13]2[CH:14]=[CH:15][C:16]3[N:17]([CH:19]=[C:20]([C:22]([NH:24][C:25]4[CH:26]=[CH:27][CH:28]=[CH:29][CH:30]=4)=[O:23])[N:21]=3)[CH:18]=2)[N:10]=[CH:9]1. The catalyst class is: 209. (4) Reactant: [F:1][C:2]1[CH:7]=[CH:6][C:5]([C:8]2[C:12]([C:13]3[CH:18]=[CH:17][CH:16]=[CH:15][N:14]=3)=[CH:11][N:10]([CH:19]([CH3:21])[CH3:20])[C:9]=2[CH2:22]O)=[CH:4][CH:3]=1.[BrH:24].[C:25]1([P:31]([C:38]2[CH:43]=[CH:42][CH:41]=[CH:40][CH:39]=2)[C:32]2[CH:37]=[CH:36][CH:35]=[CH:34][CH:33]=2)[CH:30]=[CH:29][CH:28]=[CH:27][CH:26]=1.Cl. Product: [Br-:24].[F:1][C:2]1[CH:7]=[CH:6][C:5]([C:8]2[C:12]([C:13]3[CH:18]=[CH:17][CH:16]=[CH:15][N:14]=3)=[CH:11][N:10]([CH:19]([CH3:21])[CH3:20])[C:9]=2[CH2:22][P+:31]([C:32]2[CH:33]=[CH:34][CH:35]=[CH:36][CH:37]=2)([C:38]2[CH:43]=[CH:42][CH:41]=[CH:40][CH:39]=2)[C:25]2[CH:26]=[CH:27][CH:28]=[CH:29][CH:30]=2)=[CH:4][CH:3]=1. The catalyst class is: 2. (5) Reactant: [Cl:1][C:2]1[CH:10]=[C:9]2[C:5](/[C:6](=[CH:12]/[CH:13]([CH3:15])[CH3:14])/[C:7](=[O:11])[NH:8]2)=[CH:4][CH:3]=1.[Cl:16][C:17]1[CH:18]=[C:19]([CH:23]=[N:24][C:25]([O:27][Si](C)(C)C)=[CH2:26])[CH:20]=[CH:21][CH:22]=1. Product: [Cl:1][C:2]1[CH:10]=[C:9]2[NH:8][C:7](=[O:11])[C:6]3([CH:12]([CH:13]([CH3:14])[CH3:15])[CH2:27][C:25](=[O:26])[NH:24][CH:23]3[C:19]3[CH:20]=[CH:21][CH:22]=[C:17]([Cl:16])[CH:18]=3)[C:5]2=[CH:4][CH:3]=1. The catalyst class is: 11. (6) The catalyst class is: 8. Product: [F:12][C:13]1[C:14](=[O:43])[N:15]([CH2:25][CH2:26][C@@:27]([CH3:42])([S:38]([CH3:41])(=[O:39])=[O:40])[C:28]([NH:30][OH:31])=[O:29])[CH:16]=[CH:17][C:18]=1[C:19]1[CH:20]=[CH:21][CH:22]=[CH:23][CH:24]=1. Reactant: CC1C=CC(S(O)(=O)=O)=CC=1.[F:12][C:13]1[C:14](=[O:43])[N:15]([CH2:25][CH2:26][C@@:27]([CH3:42])([S:38]([CH3:41])(=[O:40])=[O:39])[C:28]([NH:30][O:31]C2CCCCO2)=[O:29])[CH:16]=[CH:17][C:18]=1[C:19]1[CH:24]=[CH:23][CH:22]=[CH:21][CH:20]=1. (7) Reactant: [NH2:1][CH2:2][CH2:3][C:4]1[CH:5]=[C:6]([NH:10][C:11]([NH:13][C:14]2[CH:19]=[CH:18][CH:17]=[CH:16][C:15]=2[C:20]2[CH:25]=[CH:24][CH:23]=[CH:22][CH:21]=2)=[O:12])[CH:7]=[CH:8][CH:9]=1.[CH2:26]([O:33][C:34]1[CH:39]=[CH:38][C:37]([C@@H:40]([O:43][Si:44]([C:47]([CH3:50])([CH3:49])[CH3:48])([CH3:46])[CH3:45])[CH2:41]Br)=[CH:36][C:35]=1[NH:51][CH:52]=[O:53])[C:27]1[CH:32]=[CH:31][CH:30]=[CH:29][CH:28]=1.C(=O)([O-])O.[Na+].[I-].[Na+]. Product: [CH2:26]([O:33][C:34]1[CH:39]=[CH:38][C:37]([C@@H:40]([O:43][Si:44]([C:47]([CH3:48])([CH3:49])[CH3:50])([CH3:45])[CH3:46])[CH2:41][NH:1][CH2:2][CH2:3][C:4]2[CH:5]=[C:6]([NH:10][C:11]([NH:13][C:14]3[CH:19]=[CH:18][CH:17]=[CH:16][C:15]=3[C:20]3[CH:21]=[CH:22][CH:23]=[CH:24][CH:25]=3)=[O:12])[CH:7]=[CH:8][CH:9]=2)=[CH:36][C:35]=1[NH:51][CH:52]=[O:53])[C:27]1[CH:28]=[CH:29][CH:30]=[CH:31][CH:32]=1. The catalyst class is: 58. (8) Reactant: [H-].[H-].[H-].[H-].[Li+].[Al+3].[Al+3].[Cl-].[Cl-].[Cl-].[CH:11]1([C:20](O)=[O:21])[C:19]2[C:14](=[CH:15][CH:16]=[CH:17][CH:18]=2)[CH2:13][CH2:12]1.[AlH3]. Product: [CH:11]1([CH2:20][OH:21])[C:19]2[C:14](=[CH:15][CH:16]=[CH:17][CH:18]=2)[CH2:13][CH2:12]1. The catalyst class is: 469. (9) The catalyst class is: 7. Product: [Cl:1][C:2]1[CH:7]=[CH:6][C:5]([N:8]2[C:14](=[O:15])[CH2:13][C:12]3=[N:18][N:19]=[C:20]([CH3:21])[N:11]3[C:10]3[CH:22]=[CH:23][CH:24]=[CH:25][C:9]2=3)=[CH:4][CH:3]=1. Reactant: [Cl:1][C:2]1[CH:7]=[CH:6][C:5]([N:8]2[C:14](=[O:15])[CH:13](CC)[C:12]3=[N:18][N:19]=[C:20]([CH3:21])[N:11]3[C:10]3[CH:22]=[CH:23][CH:24]=[CH:25][C:9]2=3)=[CH:4][CH:3]=1.